Dataset: Full USPTO retrosynthesis dataset with 1.9M reactions from patents (1976-2016). Task: Predict the reactants needed to synthesize the given product. (1) Given the product [Br:1][C:2]1[S:10][C:9]2[C:8](=[O:11])[NH:7][C:6]([C@@H:12]3[CH2:17][CH2:16][CH2:15][CH2:14][N:13]3[C:18]([O:20][C:21]([CH3:24])([CH3:23])[CH3:22])=[O:19])=[N:5][C:4]=2[CH:3]=1.[Br:1][C:2]1[S:10][C:9]2[C:8](=[O:11])[NH:7][C:6]([C@H:12]3[CH2:17][CH2:16][CH2:15][CH2:14][N:13]3[C:18]([O:20][C:21]([CH3:24])([CH3:23])[CH3:22])=[O:19])=[N:5][C:4]=2[CH:3]=1, predict the reactants needed to synthesize it. The reactants are: [Br:1][C:2]1[S:10][C:9]2[C:8](=[O:11])[NH:7][C:6]([C@@H:12]3[CH2:17][CH2:16][CH2:15][CH2:14][N:13]3[C:18]([O:20][C:21]([CH3:24])([CH3:23])[CH3:22])=[O:19])=[N:5][C:4]=2[CH:3]=1.CCCCCC.CC(O)C.C(NCC)C. (2) Given the product [N+:15]([C:11]1[CH:10]=[C:9]([O:18][C:19]([F:20])([F:21])[F:22])[C:8]([N:1]2[CH2:6][CH2:5][CH2:4][CH2:3][CH2:2]2)=[CH:13][C:12]=1[NH2:14])([O-:17])=[O:16], predict the reactants needed to synthesize it. The reactants are: [NH:1]1[CH2:6][CH2:5][CH2:4][CH2:3][CH2:2]1.Cl[C:8]1[C:9]([O:18][C:19]([F:22])([F:21])[F:20])=[CH:10][C:11]([N+:15]([O-:17])=[O:16])=[C:12]([NH2:14])[CH:13]=1.